This data is from Full USPTO retrosynthesis dataset with 1.9M reactions from patents (1976-2016). The task is: Predict the reactants needed to synthesize the given product. (1) Given the product [F:20][C:21]([F:32])([F:31])[C:22]([NH:2][C@H:3]1[CH2:7][CH2:6][N:5]([CH2:8][CH2:9][C:10]2[CH:15]=[CH:14][C:13]([N+:16]([O-:18])=[O:17])=[CH:12][CH:11]=2)[C:4]1=[O:19])=[O:23], predict the reactants needed to synthesize it. The reactants are: Cl.[NH2:2][C@H:3]1[CH2:7][CH2:6][N:5]([CH2:8][CH2:9][C:10]2[CH:15]=[CH:14][C:13]([N+:16]([O-:18])=[O:17])=[CH:12][CH:11]=2)[C:4]1=[O:19].[F:20][C:21]([F:32])([F:31])[C:22](O[C:22](=[O:23])[C:21]([F:32])([F:31])[F:20])=[O:23]. (2) The reactants are: [Cl:1][C:2]1[CH:18]=[CH:17][C:5]2[C:6]3[N:7]([N:11]=[C:12]([C:14](O)=[O:15])[N:13]=3)[CH2:8][CH2:9][O:10][C:4]=2[CH:3]=1.C[N:20](C)C=O.F[P-](F)(F)(F)(F)F.C[N+](C)=C(N(C)C)ON1C2N=CC=CC=2N=N1.ClC1C=CC2N=NN(O)C=2C=1.[NH4+].[Cl-].C(N(CC)C(C)C)(C)C. Given the product [Cl:1][C:2]1[CH:18]=[CH:17][C:5]2[C:6]3[N:7]([N:11]=[C:12]([C:14]([NH2:20])=[O:15])[N:13]=3)[CH2:8][CH2:9][O:10][C:4]=2[CH:3]=1, predict the reactants needed to synthesize it. (3) Given the product [CH2:1]([O:3][C:4]([C:6]1[NH:7][C:8]([CH3:11])=[C:9]([C:24](=[O:25])[CH:23]=[CH:22][C:13]2[CH:14]=[CH:15][C:16]3[C:21](=[CH:20][CH:19]=[CH:18][CH:17]=3)[CH:12]=2)[CH:10]=1)=[O:5])[CH3:2], predict the reactants needed to synthesize it. The reactants are: [CH2:1]([O:3][C:4]([C:6]1[NH:7][C:8]([CH3:11])=[CH:9][CH:10]=1)=[O:5])[CH3:2].[CH:12]1[C:21]2[C:16](=[CH:17][CH:18]=[CH:19][CH:20]=2)[CH:15]=[CH:14][C:13]=1[CH:22]=[CH:23][C:24](Cl)=[O:25]. (4) Given the product [Cl:26][C:23]1[CH:22]=[CH:21][C:20]([CH2:19][N:18]2[C:17]3[C:16](=[O:27])[N:15]([CH2:28][CH2:29][CH2:30][O:31][CH:32]4[CH2:37][CH2:36][CH2:35][CH2:34][O:33]4)[C:14](=[O:38])[N:13]([CH3:39])[C:12]=3[N:11]=[C:10]2[O:6][CH:1]2[CH2:5][CH2:4][CH2:3][CH2:2]2)=[CH:25][CH:24]=1, predict the reactants needed to synthesize it. The reactants are: [CH:1]1([OH:6])[CH2:5][CH2:4][CH2:3][CH2:2]1.[H-].[Na+].Br[C:10]1[N:18]([CH2:19][C:20]2[CH:25]=[CH:24][C:23]([Cl:26])=[CH:22][CH:21]=2)[C:17]2[C:16](=[O:27])[N:15]([CH2:28][CH2:29][CH2:30][O:31][CH:32]3[CH2:37][CH2:36][CH2:35][CH2:34][O:33]3)[C:14](=[O:38])[N:13]([CH3:39])[C:12]=2[N:11]=1.[Cl-].[NH4+]. (5) The reactants are: [C:1]([C:5]1[CH:12]=[CH:11][C:8]([CH:9]=O)=[CH:7][CH:6]=1)([CH3:4])([CH3:3])[CH3:2].[NH:13]1[CH:17]=[CH:16][CH:15]=[CH:14]1.[OH-].[Na+]. Given the product [CH3:2][C:1]([C:5]1[CH:12]=[CH:11][C:8]([CH:9]([C:14]2[NH:13][CH:17]=[CH:16][CH:15]=2)[C:17]2[NH:13][CH:14]=[CH:15][CH:16]=2)=[CH:7][CH:6]=1)([CH3:4])[CH3:3], predict the reactants needed to synthesize it. (6) Given the product [C:1]([N:4]1[CH2:9][CH2:8][N:7]([C:10]2[CH:11]=[CH:12][C:13]([CH2:16][CH2:17][C:18]3[S:22][C:21]([C:23]([NH:25][NH2:26])=[O:24])=[CH:20][CH:19]=3)=[N:14][CH:15]=2)[CH2:6][CH2:5]1)(=[O:3])[CH3:2], predict the reactants needed to synthesize it. The reactants are: [C:1]([N:4]1[CH2:9][CH2:8][N:7]([C:10]2[CH:11]=[CH:12][C:13]([CH2:16][CH2:17][C:18]3[S:22][C:21]([C:23]([NH:25][NH:26]C(OC(C)(C)C)=O)=[O:24])=[CH:20][CH:19]=3)=[N:14][CH:15]=2)[CH2:6][CH2:5]1)(=[O:3])[CH3:2].FC(F)(F)C(O)=O.